This data is from Full USPTO retrosynthesis dataset with 1.9M reactions from patents (1976-2016). The task is: Predict the reactants needed to synthesize the given product. (1) Given the product [CH3:19][O:18][C:15]1[CH:16]=[CH:17][C:12]([CH2:11][S:10][C@H:8]2[CH2:9][N:5]([S:2]([CH2:1][CH2:31][C:32]3[CH:37]=[CH:36][CH:35]=[CH:34][CH:33]=3)(=[O:3])=[O:4])[C@H:6]([C:20]([OH:22])=[O:21])[CH2:7]2)=[CH:13][CH:14]=1, predict the reactants needed to synthesize it. The reactants are: [CH3:1][S:2]([N:5]1[CH2:9][C@H:8]([S:10][CH2:11][C:12]2[CH:17]=[CH:16][C:15]([O:18][CH3:19])=[CH:14][CH:13]=2)[CH2:7][C@H:6]1[C:20]([OH:22])=[O:21])(=[O:4])=[O:3].[Li+].CC([N-]C(C)C)C.[CH2:31](Br)[C:32]1[CH:37]=[CH:36][CH:35]=[CH:34][CH:33]=1.OS([O-])(=O)=O.[K+].CCOC(C)=O. (2) Given the product [CH:28]1([NH:33][C:2]2[N:7]3[N:8]=[C:9]([C:14]4[CH:19]=[CH:18][C:17]([O:20][CH3:21])=[CH:16][CH:15]=4)[C:10]([C:11](=[O:13])[CH3:12])=[C:6]3[CH:5]=[CH:4][CH:3]=2)[CH2:32][CH2:31][CH2:30][CH2:29]1, predict the reactants needed to synthesize it. The reactants are: Cl[C:2]1[N:7]2[N:8]=[C:9]([C:14]3[CH:19]=[CH:18][C:17]([O:20][CH3:21])=[CH:16][CH:15]=3)[C:10]([C:11](=[O:13])[CH3:12])=[C:6]2[CH:5]=[CH:4][CH:3]=1.C(=O)([O-])[O-].[Cs+].[Cs+].[CH:28]1([NH2:33])[CH2:32][CH2:31][CH2:30][CH2:29]1.C(OCC)C. (3) Given the product [CH:1]1([C:6]2[C:7]([O:15][CH2:16][C:17]([F:20])([F:19])[F:18])=[N:8][CH:9]=[C:10]([CH:14]=2)[C:11]([NH:27][C:24]2[CH:25]=[CH:26][N:21]=[CH:22][N:23]=2)=[O:13])[CH2:2][CH2:3][CH2:4][CH2:5]1, predict the reactants needed to synthesize it. The reactants are: [CH:1]1([C:6]2[C:7]([O:15][CH2:16][C:17]([F:20])([F:19])[F:18])=[N:8][CH:9]=[C:10]([CH:14]=2)[C:11]([OH:13])=O)[CH2:5][CH2:4][CH2:3][CH2:2]1.[N:21]1[CH:26]=[CH:25][C:24]([NH2:27])=[N:23][CH:22]=1.